Dataset: NCI-60 drug combinations with 297,098 pairs across 59 cell lines. Task: Regression. Given two drug SMILES strings and cell line genomic features, predict the synergy score measuring deviation from expected non-interaction effect. Drug 1: CC1=CC2C(CCC3(C2CCC3(C(=O)C)OC(=O)C)C)C4(C1=CC(=O)CC4)C. Drug 2: CC1=C2C(C(=O)C3(C(CC4C(C3C(C(C2(C)C)(CC1OC(=O)C(C(C5=CC=CC=C5)NC(=O)OC(C)(C)C)O)O)OC(=O)C6=CC=CC=C6)(CO4)OC(=O)C)O)C)O. Cell line: SNB-19. Synergy scores: CSS=37.6, Synergy_ZIP=10.7, Synergy_Bliss=8.96, Synergy_Loewe=-29.1, Synergy_HSA=2.52.